The task is: Predict which catalyst facilitates the given reaction.. This data is from Catalyst prediction with 721,799 reactions and 888 catalyst types from USPTO. (1) Reactant: FC(F)(F)S(O[C:7]1[C:8]([C:18](=[O:20])[CH3:19])=[CH:9][C:10]([Cl:17])=[C:11]2[C:16]=1[N:15]=[CH:14][CH:13]=[CH:12]2)(=O)=O.[NH:23]1[CH2:28][CH2:27][NH:26][CH2:25][CH2:24]1.C(=O)([O-])[O-].[Cs+].[Cs+]. Product: [Cl:17][C:10]1[CH:9]=[C:8]([C:18](=[O:20])[CH3:19])[C:7]([N:23]2[CH2:28][CH2:27][NH:26][CH2:25][CH2:24]2)=[C:16]2[C:11]=1[CH:12]=[CH:13][CH:14]=[N:15]2. The catalyst class is: 30. (2) Reactant: [Cl:1][C:2]1[CH:7]=[C:6]([Cl:8])[C:5]([O:9][CH3:10])=[CH:4][C:3]=1[NH:11][C:12]1[C:21]2[C:16](=[CH:17][C:18]([C:24]#[C:25][CH2:26][CH2:27]O)=[C:19]([O:22][CH3:23])[CH:20]=2)[N:15]=[CH:14][C:13]=1[C:29]#[N:30].[CH2:31]([N:33](CC)[CH2:34]C)C.CS(Cl)(=O)=O.CNC. Product: [Cl:1][C:2]1[CH:7]=[C:6]([Cl:8])[C:5]([O:9][CH3:10])=[CH:4][C:3]=1[NH:11][C:12]1[C:21]2[C:16](=[CH:17][C:18]([C:24]#[C:25][CH2:26][CH2:27][N:33]([CH3:34])[CH3:31])=[C:19]([O:22][CH3:23])[CH:20]=2)[N:15]=[CH:14][C:13]=1[C:29]#[N:30]. The catalyst class is: 348. (3) Reactant: [F:1][C:2]([F:23])([F:22])[C:3]1[CH:17]=[C:16]([C:18]([F:21])([F:20])[F:19])[CH:15]=[CH:14][C:4]=1[CH2:5][N:6]1[CH2:11][CH2:10][CH:9]([CH:12]=O)[CH2:8][CH2:7]1.[F:24][C:25]1([F:39])[CH2:30][C@@H:29]([NH:31][C:32]2[CH2:36][S:35][C:34](=[O:37])[N:33]=2)[C@H:28]([OH:38])[CH2:27][CH2:26]1.C([O-])(=O)C.[NH2+]1CCCCC1. Product: [F:23][C:2]([F:1])([F:22])[C:3]1[CH:17]=[C:16]([C:18]([F:21])([F:20])[F:19])[CH:15]=[CH:14][C:4]=1[CH2:5][N:6]1[CH2:11][CH2:10][CH:9](/[CH:12]=[C:36]2/[C:32]([NH:31][C@@H:29]3[CH2:30][C:25]([F:24])([F:39])[CH2:26][CH2:27][C@H:28]3[OH:38])=[N:33][C:34](=[O:37])[S:35]/2)[CH2:8][CH2:7]1. The catalyst class is: 41. (4) Reactant: [NH:1]1[C:9]2[C:4](=[CH:5][C:6]([CH2:10][NH:11][C:12](=[O:24])[C:13]3[CH:18]=[CH:17][C:16]([S:19][C:20]([F:23])([F:22])[F:21])=[CH:15][CH:14]=3)=[CH:7][CH:8]=2)[CH:3]=[CH:2]1.C=O.[C:27](O[BH-](OC(=O)C)OC(=O)C)(=O)C.[Na+]. Product: [CH3:27][N:1]1[C:9]2[C:4](=[CH:5][C:6]([CH2:10][NH:11][C:12](=[O:24])[C:13]3[CH:14]=[CH:15][C:16]([S:19][C:20]([F:22])([F:21])[F:23])=[CH:17][CH:18]=3)=[CH:7][CH:8]=2)[CH2:3][CH2:2]1. The catalyst class is: 5. (5) Reactant: [CH3:1][CH:2]1[CH2:7][O:6][C:5]2[N:8]=[CH:9][C:10]([NH2:12])=[CH:11][C:4]=2[NH:3]1.C(N(CC)C(C)C)(C)C.[Cl:22][C:23]1[CH:31]=[CH:30][CH:29]=[C:28]([F:32])[C:24]=1[C:25](Cl)=[O:26]. Product: [Cl:22][C:23]1[CH:31]=[CH:30][CH:29]=[C:28]([F:32])[C:24]=1[C:25]([NH:12][C:10]1[CH:9]=[N:8][C:5]2[O:6][CH2:7][CH:2]([CH3:1])[NH:3][C:4]=2[CH:11]=1)=[O:26]. The catalyst class is: 4. (6) The catalyst class is: 117. Product: [CH2:12]([N:11]([CH2:15][CH2:16][CH3:17])[CH2:10][C@H:9]([NH:8][C:6]([C:5]1[CH:19]=[CH:20][C:2]([C:54]2[CH2:55][CH2:56][C@:52]([C:48]3[CH:49]=[CH:50][CH:51]=[C:46]([F:45])[C:47]=3[CH3:77])([C:65]([O:67][CH2:68][C:69]3[CH:74]=[CH:73][C:72]([O:75][CH3:76])=[CH:71][CH:70]=3)=[O:66])[CH:53]=2)=[CH:3][CH:4]=1)=[O:7])[CH3:18])[CH2:13][CH3:14]. Reactant: Br[C:2]1[CH:20]=[CH:19][C:5]([C:6]([NH:8][C@H:9]([CH3:18])[CH2:10][N:11]([CH2:15][CH2:16][CH3:17])[CH2:12][CH2:13][CH3:14])=[O:7])=[CH:4][CH:3]=1.B1(B2OCC(C)(C)CO2)OCC(C)(C)CO1.C([O-])(=O)C.[K+].ClCCl.[F:45][C:46]1[C:47]([CH3:77])=[C:48]([C@:52]2([C:65]([O:67][CH2:68][C:69]3[CH:74]=[CH:73][C:72]([O:75][CH3:76])=[CH:71][CH:70]=3)=[O:66])[CH2:56][CH2:55][C:54](OS(C(F)(F)F)(=O)=O)=[CH:53]2)[CH:49]=[CH:50][CH:51]=1.C(=O)([O-])[O-].[Cs+].[Cs+].